From a dataset of Forward reaction prediction with 1.9M reactions from USPTO patents (1976-2016). Predict the product of the given reaction. Given the reactants [CH3:1][O:2][C:3](=[O:17])[C:4]1[CH:9]=[C:8]([OH:10])[C:7]([Br:11])=[C:6]([OH:12])[C:5]=1[CH2:13][C:14]([CH3:16])=[CH2:15].B(F)(F)F.CCOCC.O, predict the reaction product. The product is: [CH3:1][O:2][C:3]([C:4]1[CH:9]=[C:8]([OH:10])[C:7]([Br:11])=[C:6]2[O:12][C:14]([CH3:16])([CH3:15])[CH2:13][C:5]=12)=[O:17].